Dataset: CYP2C9 substrate classification data from Carbon-Mangels et al.. Task: Regression/Classification. Given a drug SMILES string, predict its absorption, distribution, metabolism, or excretion properties. Task type varies by dataset: regression for continuous measurements (e.g., permeability, clearance, half-life) or binary classification for categorical outcomes (e.g., BBB penetration, CYP inhibition). Dataset: cyp2c9_substrate_carbonmangels. (1) The compound is O=C(O)c1ccccc1Nc1cccc(C(F)(F)F)c1. The result is 0 (non-substrate). (2) The compound is CC(=O)NC[C@H]1CN(c2ccc(N3CCOCC3)c(F)c2)C(=O)O1. The result is 0 (non-substrate).